From a dataset of Full USPTO retrosynthesis dataset with 1.9M reactions from patents (1976-2016). Predict the reactants needed to synthesize the given product. (1) Given the product [Br:1][C:2]1[CH:14]=[CH:13][C:12]2[C:11]3[C:6](=[CH:7][C:8]([OH:15])=[CH:9][CH:10]=3)[CH2:5][C:4]=2[CH:3]=1, predict the reactants needed to synthesize it. The reactants are: [Br:1][C:2]1[CH:14]=[CH:13][C:12]2[C:11]3[C:6](=[CH:7][C:8]([O:15]C(=O)C)=[CH:9][CH:10]=3)[CH2:5][C:4]=2[CH:3]=1.[OH-].[Li+].Cl. (2) Given the product [C:30]([C:2]1[N:3]=[CH:4][C:5]([C:13]2[CH:22]=[CH:21][CH:20]=[C:19]3[C:14]=2[CH2:15][CH2:16][N:17]([C:23]([O:25][C:26]([CH3:28])([CH3:29])[CH3:27])=[O:24])[CH2:18]3)=[C:6]2[C:10]([CH3:11])=[C:9]([CH3:12])[NH:8][C:7]=12)#[N:31], predict the reactants needed to synthesize it. The reactants are: Cl[C:2]1[N:3]=[CH:4][C:5]([C:13]2[CH:22]=[CH:21][CH:20]=[C:19]3[C:14]=2[CH2:15][CH2:16][N:17]([C:23]([O:25][C:26]([CH3:29])([CH3:28])[CH3:27])=[O:24])[CH2:18]3)=[C:6]2[C:10]([CH3:11])=[C:9]([CH3:12])[NH:8][C:7]=12.[CH3:30][N:31](C)C(=O)C.